Dataset: NCI-60 drug combinations with 297,098 pairs across 59 cell lines. Task: Regression. Given two drug SMILES strings and cell line genomic features, predict the synergy score measuring deviation from expected non-interaction effect. Drug 1: CS(=O)(=O)C1=CC(=C(C=C1)C(=O)NC2=CC(=C(C=C2)Cl)C3=CC=CC=N3)Cl. Drug 2: CN(C)N=NC1=C(NC=N1)C(=O)N. Cell line: HOP-62. Synergy scores: CSS=-2.17, Synergy_ZIP=0.283, Synergy_Bliss=-2.56, Synergy_Loewe=-7.87, Synergy_HSA=-6.59.